From a dataset of Reaction yield outcomes from USPTO patents with 853,638 reactions. Predict the reaction yield, written as a fraction of the theoretical maximum amount of product (1.0 means a 100% yield; for example, 0.34 means a 34% yield). (1) The reactants are [Br:1][C:2]1[CH:3]=[C:4]([C:8]([O:10][CH3:11])=[O:9])[O:5][C:6]=1Br.C([Mg]Cl)(C)C.O. The catalyst is O1CCCC1. The product is [Br:1][C:2]1[CH:3]=[C:4]([C:8]([O:10][CH3:11])=[O:9])[O:5][CH:6]=1. The yield is 0.580. (2) The reactants are [Cl:1][C:2]1[CH:6]=[N:5][N:4]([CH3:7])[C:3]=1[C:8]1[CH:9]=[C:10]([NH2:16])[CH:11]=[CH:12][C:13]=1[O:14][CH3:15].[F:17][C:18]([F:29])([F:28])[C:19]1[CH:24]=[CH:23][C:22]([N:25]=[C:26]=[O:27])=[CH:21][CH:20]=1. No catalyst specified. The product is [Cl:1][C:2]1[CH:6]=[N:5][N:4]([CH3:7])[C:3]=1[C:8]1[CH:9]=[C:10]([NH:16][C:26]([NH:25][C:22]2[CH:21]=[CH:20][C:19]([C:18]([F:17])([F:28])[F:29])=[CH:24][CH:23]=2)=[O:27])[CH:11]=[CH:12][C:13]=1[O:14][CH3:15]. The yield is 0.150. (3) The reactants are C(OC([N:8]1[C:17]2[C:12](=[CH:13][C:14]([O:18][CH2:19][CH2:20][CH2:21][CH2:22][N:23]([CH2:25][CH:26]=[CH2:27])[CH3:24])=[CH:15][CH:16]=2)[CH2:11][CH2:10][CH2:9]1)=O)(C)(C)C.C(O)(C(F)(F)F)=O. The catalyst is C(Cl)Cl. The product is [CH2:25]([N:23]([CH3:24])[CH2:22][CH2:21][CH2:20][CH2:19][O:18][C:14]1[CH:13]=[C:12]2[C:17](=[CH:16][CH:15]=1)[NH:8][CH2:9][CH2:10][CH2:11]2)[CH:26]=[CH2:27]. The yield is 0.690. (4) The reactants are [F:1][C:2]1[CH:7]=[CH:6][C:5]([F:8])=[CH:4][C:3]=1[C:9]1[S:13][C:12]([CH2:21][CH2:22][CH2:23][NH:24]C(=O)OC(C)(C)C)([C:14]2[CH:19]=[CH:18][CH:17]=[C:16]([OH:20])[CH:15]=2)[N:11]([C:32]2[S:33][C:34]([CH3:37])=[N:35][N:36]=2)[N:10]=1.Cl.CCOCC. The catalyst is CCOCC.C(Cl)Cl. The product is [NH2:24][CH2:23][CH2:22][CH2:21][C:12]1([C:14]2[CH:15]=[C:16]([OH:20])[CH:17]=[CH:18][CH:19]=2)[N:11]([C:32]2[S:33][C:34]([CH3:37])=[N:35][N:36]=2)[N:10]=[C:9]([C:3]2[CH:4]=[C:5]([F:8])[CH:6]=[CH:7][C:2]=2[F:1])[S:13]1. The yield is 0.740. (5) The reactants are Br[C:2]1[CH:7]=[CH:6][C:5]([N:8]([C:13]2[C:32]([CH:33]3[CH2:35][CH2:34]3)=[CH:31][C:16]3[C:17]([C:27]([NH:29][CH3:30])=[O:28])=[C:18]([C:20]4[CH:25]=[CH:24][C:23]([F:26])=[CH:22][CH:21]=4)[O:19][C:15]=3[CH:14]=2)[S:9]([CH3:12])(=[O:11])=[O:10])=[CH:4][C:3]=1[S:36]([CH3:39])(=[O:38])=[O:37].CC1(C)C(C)(C)[O:44][B:43](B2OC(C)(C)C(C)(C)O2)[O:42]1.C([O-])(=O)C.[K+].Cl.I([O-])(=O)(=O)=O.[Na+]. The catalyst is O1CCOCC1.CCOC(C)=O. The product is [CH:33]1([C:32]2[C:13]([N:8]([C:5]3[CH:6]=[CH:7][C:2]([B:43]([OH:44])[OH:42])=[C:3]([S:36]([CH3:39])(=[O:38])=[O:37])[CH:4]=3)[S:9]([CH3:12])(=[O:11])=[O:10])=[CH:14][C:15]3[O:19][C:18]([C:20]4[CH:25]=[CH:24][C:23]([F:26])=[CH:22][CH:21]=4)=[C:17]([C:27](=[O:28])[NH:29][CH3:30])[C:16]=3[CH:31]=2)[CH2:35][CH2:34]1. The yield is 0.0640. (6) The reactants are [O:1]1[C:5]2[CH:6]=[CH:7][C:8]([C:10]3([C:13]([NH:15][C:16]4[CH:17]=[CH:18][C:19]([CH2:33][OH:34])=[C:20]([C:22]5[CH:27]=[CH:26][C:25]([C:28]([N:30]([CH3:32])[CH3:31])=[O:29])=[CH:24][CH:23]=5)[CH:21]=4)=[O:14])[CH2:12][CH2:11]3)=[CH:9][C:4]=2[O:3][CH2:2]1.[C:35]1(C)C=CC(S(O)(=O)=O)=C[CH:36]=1. The yield is 0.130. The product is [O:1]1[C:5]2[CH:6]=[CH:7][C:8]([C:10]3([C:13]([NH:15][C:16]4[CH:17]=[CH:18][C:19]([CH2:33][O:34][CH2:35][CH3:36])=[C:20]([C:22]5[CH:27]=[CH:26][C:25]([C:28]([N:30]([CH3:31])[CH3:32])=[O:29])=[CH:24][CH:23]=5)[CH:21]=4)=[O:14])[CH2:11][CH2:12]3)=[CH:9][C:4]=2[O:3][CH2:2]1. The catalyst is C(O)C. (7) The reactants are [CH2:1](O)[CH3:2].[O:4]1[CH:8]=[CH:7][CH:6]=[C:5]1[C:9]([OH:11])=[O:10].O.C1(C)C=CC(S(O)(=O)=O)=CC=1.C(N(CC)CC)C. The catalyst is C1(C)C=CC=CC=1. The product is [O:4]1[CH:8]=[CH:7][CH:6]=[C:5]1[C:9]([O:11][CH2:1][CH3:2])=[O:10]. The yield is 0.880.